The task is: Predict the reaction yield, written as a fraction of the theoretical maximum amount of product (1.0 means a 100% yield; for example, 0.34 means a 34% yield).. This data is from Reaction yield outcomes from USPTO patents with 853,638 reactions. (1) The reactants are [C:1]([O:5][CH:6]([CH3:8])[CH3:7])(=[O:4])[C:2]#[CH:3].[Na+].[I-:10]. The catalyst is CC(O)=O. The product is [I:10]/[CH:3]=[CH:2]\[C:1]([O:5][CH:6]([CH3:8])[CH3:7])=[O:4]. The yield is 0.835. (2) The reactants are C(OC([N:11]1[C:16]2[CH:17]=[C:18](Cl)[CH:19]=[C:20]([N:21]3[CH2:26][CH2:25][N:24]([C:27]([O:29][C:30]([CH3:33])([CH3:32])[CH3:31])=[O:28])[CH2:23][CH2:22]3)[C:15]=2[O:14][CH2:13][CH2:12]1)=O)C1C=CC=CC=1. The catalyst is C(O)C.[Pd]. The product is [C:30]([O:29][C:27]([N:24]1[CH2:25][CH2:26][N:21]([C:20]2[C:15]3[O:14][CH2:13][CH2:12][NH:11][C:16]=3[CH:17]=[CH:18][CH:19]=2)[CH2:22][CH2:23]1)=[O:28])([CH3:33])([CH3:31])[CH3:32]. The yield is 0.840. (3) The reactants are [C:1]([C:5]1[C:6]([NH2:14])=[N:7][N:8]2[CH:13]=[CH:12][CH:11]=[N:10][C:9]=12)([CH3:4])([CH3:3])[CH3:2].[C:15]1([CH2:21][C:22](O)=[O:23])[CH:20]=[CH:19][CH:18]=[CH:17][CH:16]=1.Cl.CN(C)CCCN=C=NCC. The catalyst is N1C=CC=CC=1.CN(C=O)C. The yield is 0.740. The product is [C:1]([C:5]1[C:6]([NH:14][C:22](=[O:23])[CH2:21][C:15]2[CH:20]=[CH:19][CH:18]=[CH:17][CH:16]=2)=[N:7][N:8]2[CH:13]=[CH:12][CH:11]=[N:10][C:9]=12)([CH3:4])([CH3:2])[CH3:3]. (4) The reactants are [F:1][C:2]1[CH:7]=[CH:6][C:5]([C:8]2[N:12]=[C:11]([C:13]([CH3:17])([CH3:16])[CH2:14][NH2:15])[NH:10][N:9]=2)=[CH:4][CH:3]=1.[F:18][C:19]([F:37])([F:36])[C:20]([C:22]1[S:26][C:25]([C:27]2[CH:28]=[N:29][CH:30]=[C:31]([CH:35]=2)[C:32](O)=[O:33])=[CH:24][CH:23]=1)=[O:21]. No catalyst specified. The product is [F:1][C:2]1[CH:3]=[CH:4][C:5]([C:8]2[N:12]=[C:11]([C:13]([CH3:17])([CH3:16])[CH2:14][NH:15][C:32](=[O:33])[C:31]3[CH:35]=[C:27]([C:25]4[S:26][C:22]([C:20](=[O:21])[C:19]([F:36])([F:18])[F:37])=[CH:23][CH:24]=4)[CH:28]=[N:29][CH:30]=3)[NH:10][N:9]=2)=[CH:6][CH:7]=1. The yield is 0.200. (5) The reactants are Br[C:2]1[CH:10]=[CH:9][CH:8]=[C:7]2[C:3]=1[C:4]1([C:20]3=[CH:21][C:22]4[O:26][CH2:25][O:24][C:23]=4[CH:27]=[C:19]3[O:18][CH2:17]1)[C:5](=[O:16])[N:6]2[CH2:11][CH2:12][CH2:13][CH2:14][CH3:15].C(N(CC)CC)C.[NH2:35][C:36]1[CH:41]=[CH:40][CH:39]=[CH:38][N:37]=1.[C]=O.CN(C)[CH:46]=[O:47]. The catalyst is C(OCC)(=O)C.C1C=CC([P]([Pd]([P](C2C=CC=CC=2)(C2C=CC=CC=2)C2C=CC=CC=2)([P](C2C=CC=CC=2)(C2C=CC=CC=2)C2C=CC=CC=2)[P](C2C=CC=CC=2)(C2C=CC=CC=2)C2C=CC=CC=2)(C2C=CC=CC=2)C2C=CC=CC=2)=CC=1. The product is [O:16]=[C:5]1[C:4]2([C:20]3=[CH:21][C:22]4[O:26][CH2:25][O:24][C:23]=4[CH:27]=[C:19]3[O:18][CH2:17]2)[C:3]2[C:2]([C:46]([NH:35][C:36]3[CH:41]=[CH:40][CH:39]=[CH:38][N:37]=3)=[O:47])=[CH:10][CH:9]=[CH:8][C:7]=2[N:6]1[CH2:11][CH2:12][CH2:13][CH2:14][CH3:15]. The yield is 0.140. (6) The reactants are [CH3:1][O:2][C:3](=[O:24])/[C:4](/[C:11]1[CH:16]=[CH:15][C:14]([N:17]2[C:21]([CH3:22])=[N:20][N:19]=[N:18]2)=[C:13]([Cl:23])[CH:12]=1)=[CH:5]/[CH:6]1[CH2:10][CH2:9][CH2:8][CH2:7]1.[BH4-].[Na+]. The catalyst is CO.O.O.O.O.O.O.[Ni](Cl)Cl. The product is [CH3:1][O:2][C:3](=[O:24])[CH:4]([C:11]1[CH:16]=[CH:15][C:14]([N:17]2[C:21]([CH3:22])=[N:20][N:19]=[N:18]2)=[C:13]([Cl:23])[CH:12]=1)[CH2:5][CH:6]1[CH2:7][CH2:8][CH2:9][CH2:10]1. The yield is 0.990. (7) The reactants are [CH2:1]([O:3][C:4](=[O:22])[C:5]1[CH:10]=[C:9]([CH:11]=[CH:12]N(C)C)[C:8]([N+:16]([O-])=O)=[CH:7][C:6]=1[N+:19]([O-])=O)[CH3:2]. The catalyst is CCO.[Ni]. The product is [CH2:1]([O:3][C:4]([C:5]1[CH:10]=[C:9]2[C:8](=[CH:7][C:6]=1[NH2:19])[NH:16][CH:12]=[CH:11]2)=[O:22])[CH3:2]. The yield is 0.300. (8) The reactants are Br[C:2]1[C:3]([O:10][CH2:11][C:12]([F:15])([F:14])[F:13])=[CH:4][C:5]([C:8]#[N:9])=[N:6][CH:7]=1.Cl.[F:17][C:18]1([F:22])[CH2:21][NH:20][CH2:19]1.C(=O)([O-])[O-].[Cs+].[Cs+].C1C=CC(P(C2C(C3C(P(C4C=CC=CC=4)C4C=CC=CC=4)=CC=C4C=3C=CC=C4)=C3C(C=CC=C3)=CC=2)C2C=CC=CC=2)=CC=1. The catalyst is C1(C)C=CC=CC=1.C([O-])(=O)C.C([O-])(=O)C.[Pd+2]. The product is [F:17][C:18]1([F:22])[CH2:21][N:20]([C:2]2[C:3]([O:10][CH2:11][C:12]([F:15])([F:14])[F:13])=[CH:4][C:5]([C:8]#[N:9])=[N:6][CH:7]=2)[CH2:19]1. The yield is 0.780.